This data is from Forward reaction prediction with 1.9M reactions from USPTO patents (1976-2016). The task is: Predict the product of the given reaction. (1) Given the reactants [NH:1]1[C:9]2[C:4](=[CH:5][CH:6]=[CH:7][CH:8]=2)[C:3]([C:10]2[CH:15]=[CH:14][CH:13]=[CH:12][C:11]=2[CH2:16][C:17](O)=[O:18])=[CH:2]1.C(Cl)(=O)C(Cl)=O.CN(C=O)C.[Cl-].[Cl-].[Cl-].[Al+3], predict the reaction product. The product is: [CH:15]1[C:10]2[C:3]3[C:4]4[CH:5]=[CH:6][CH:7]=[CH:8][C:9]=4[NH:1][C:2]=3[C:17]([OH:18])=[CH:16][C:11]=2[CH:12]=[CH:13][CH:14]=1. (2) Given the reactants [C:1]([O:5][C:6](=[O:19])[NH:7][C@H:8]1[CH2:17][CH2:16][C:15]2[C:10](=[CH:11][CH:12]=[C:13]([Br:18])[CH:14]=2)[CH2:9]1)([CH3:4])([CH3:3])[CH3:2].[H-].[Na+].[CH2:22](Br)[CH:23]=[CH2:24], predict the reaction product. The product is: [C:1]([O:5][C:6](=[O:19])[N:7]([CH2:24][CH:23]=[CH2:22])[C@H:8]1[CH2:17][CH2:16][C:15]2[C:10](=[CH:11][CH:12]=[C:13]([Br:18])[CH:14]=2)[CH2:9]1)([CH3:4])([CH3:2])[CH3:3]. (3) Given the reactants [Cl:1][C:2]1[CH:9]=[C:6]([CH:7]=[O:8])[C:5]([OH:10])=[CH:4][CH:3]=1.[S:11]1[CH2:16][CH2:15][CH:14](OS(C)(=O)=O)[CH2:13][CH2:12]1.C(=O)([O-])[O-].[K+].[K+], predict the reaction product. The product is: [Cl:1][C:2]1[CH:3]=[CH:4][C:5]([O:10][CH:14]2[CH2:15][CH2:16][S:11][CH2:12][CH2:13]2)=[C:6]([CH:9]=1)[CH:7]=[O:8]. (4) The product is: [F:1][C:2]([F:29])([F:28])[C:3]1[CH:4]=[C:5]([C:13]([CH3:27])([CH3:26])[C:14]([N:16]([C:18]2[CH:19]=[N:20][C:21]([Cl:25])=[CH:22][C:23]=2[C:36]2[CH:35]=[C:34]([F:37])[CH:33]=[CH:32][C:31]=2[CH3:30])[CH3:17])=[O:15])[CH:6]=[C:7]([C:9]([F:12])([F:11])[F:10])[CH:8]=1. Given the reactants [F:1][C:2]([F:29])([F:28])[C:3]1[CH:4]=[C:5]([C:13]([CH3:27])([CH3:26])[C:14]([N:16]([C:18]2[CH:19]=[N:20][C:21]([Cl:25])=[CH:22][C:23]=2I)[CH3:17])=[O:15])[CH:6]=[C:7]([C:9]([F:12])([F:11])[F:10])[CH:8]=1.[CH3:30][C:31]1[CH:36]=[CH:35][C:34]([F:37])=[CH:33][C:32]=1B(O)O.C(=O)([O-])[O-].[Na+].[Na+], predict the reaction product. (5) The product is: [CH3:17][O:16][C:13]1[CH:14]=[CH:15][C:10]([CH2:9][N:7]2[CH:8]=[C:4]3[C:5]([O:18][CH2:19][CH2:20][C:2]4[S:31][C:30]([NH:29][C:25]5[N:24]=[C:23]([CH3:22])[CH:28]=[CH:27][N:26]=5)=[N:32][C:3]=43)=[N:6]2)=[CH:11][CH:12]=1. Given the reactants Br[CH:2]1[CH2:20][CH2:19][O:18][C:5]2=[N:6][N:7]([CH2:9][C:10]3[CH:15]=[CH:14][C:13]([O:16][CH3:17])=[CH:12][CH:11]=3)[CH:8]=[C:4]2[C:3]1=O.[CH3:22][C:23]1[CH:28]=[CH:27][N:26]=[C:25]([NH:29][C:30]([NH2:32])=[S:31])[N:24]=1, predict the reaction product.